This data is from Forward reaction prediction with 1.9M reactions from USPTO patents (1976-2016). The task is: Predict the product of the given reaction. (1) Given the reactants Br[C:2]1[CH:14]=[CH:13][C:12]2[C:11]3[C:6](=[CH:7][C:8]([C:15]4[CH:20]=[CH:19][C:18]([O:21][CH3:22])=[CH:17][C:16]=4[C:23]4[CH:28]=[CH:27][CH:26]=[CH:25][CH:24]=4)=[CH:9][CH:10]=3)[N:5]([C:29]3[CH:34]=[CH:33][CH:32]=[CH:31][CH:30]=3)[C:4]=2[CH:3]=1.[C:35]1([C:44]2[CH:49]=[CH:48][CH:47]=[CH:46][CH:45]=2)[CH:40]=[CH:39][CH:38]=[CH:37][C:36]=1B(O)O.C([O-])([O-])=O.[Na+].[Na+].CCO, predict the reaction product. The product is: [C:35]1([C:44]2[CH:49]=[CH:48][CH:47]=[CH:46][CH:45]=2)[CH:40]=[CH:39][CH:38]=[CH:37][C:36]=1[C:2]1[CH:14]=[CH:13][C:12]2[C:11]3[C:6](=[CH:7][C:8]([C:15]4[CH:20]=[CH:19][C:18]([O:21][CH3:22])=[CH:17][C:16]=4[C:23]4[CH:28]=[CH:27][CH:26]=[CH:25][CH:24]=4)=[CH:9][CH:10]=3)[N:5]([C:29]3[CH:34]=[CH:33][CH:32]=[CH:31][CH:30]=3)[C:4]=2[CH:3]=1. (2) Given the reactants C[O:2][C:3](=[O:46])[C:4]1[CH:9]=[CH:8][C:7]([NH:10][C:11]([C@@H:13]2[NH:17][C@@H:16]([CH2:18][C:19]([CH3:22])([CH3:21])[CH3:20])[C@:15]3([C:30]4[C:25](=[CH:26][C:27]([Cl:31])=[CH:28][CH:29]=4)[NH:24][C:23]3=[O:32])[C@H:14]2[C:33]2[CH:38]=[CH:37][CH:36]=[C:35]([Cl:39])[C:34]=2[F:40])=[O:12])=[C:6]([O:41][CH2:42][CH2:43][CH2:44][CH3:45])[CH:5]=1.[OH-].[Na+].Cl, predict the reaction product. The product is: [CH2:42]([O:41][C:6]1[CH:5]=[C:4]([CH:9]=[CH:8][C:7]=1[NH:10][C:11]([C@@H:13]1[NH:17][C@@H:16]([CH2:18][C:19]([CH3:21])([CH3:22])[CH3:20])[C@:15]2([C:30]3[C:25](=[CH:26][C:27]([Cl:31])=[CH:28][CH:29]=3)[NH:24][C:23]2=[O:32])[C@H:14]1[C:33]1[CH:38]=[CH:37][CH:36]=[C:35]([Cl:39])[C:34]=1[F:40])=[O:12])[C:3]([OH:46])=[O:2])[CH2:43][CH2:44][CH3:45].